The task is: Regression/Classification. Given a drug SMILES string, predict its absorption, distribution, metabolism, or excretion properties. Task type varies by dataset: regression for continuous measurements (e.g., permeability, clearance, half-life) or binary classification for categorical outcomes (e.g., BBB penetration, CYP inhibition). For this dataset (solubility_aqsoldb), we predict Y.. This data is from Aqueous solubility values for 9,982 compounds from the AqSolDB database. (1) The Y is -1.77 log mol/L. The compound is CCCCC(=O)OCC. (2) The compound is CCCCCCCC[Sn](Cl)(Cl)CCCCCCCC. The Y is -5.42 log mol/L. (3) The molecule is CCSC. The Y is -1.06 log mol/L.